Predict the reactants needed to synthesize the given product. From a dataset of Full USPTO retrosynthesis dataset with 1.9M reactions from patents (1976-2016). (1) Given the product [CH3:1][O:2][C:3]1[CH:4]=[C:5]([N:12]2[CH2:17][CH2:16][N:15]([CH2:19][CH2:18][S:20]([CH3:23])(=[O:22])=[O:21])[CH2:14][CH2:13]2)[CH:6]=[CH:7][C:8]=1[N+:9]([O-:11])=[O:10], predict the reactants needed to synthesize it. The reactants are: [CH3:1][O:2][C:3]1[CH:4]=[C:5]([N:12]2[CH2:17][CH2:16][NH:15][CH2:14][CH2:13]2)[CH:6]=[CH:7][C:8]=1[N+:9]([O-:11])=[O:10].[CH:18]([S:20]([CH3:23])(=[O:22])=[O:21])=[CH2:19]. (2) Given the product [O:1]=[C:2]1[CH:13]2[C:14]3[N:6]([CH:7]=[CH:8][C:9]=3[CH2:10][CH2:11][C@@H:12]2[NH:15][C:16](=[O:32])[C@H:17]([C@H:28]([CH2:30][CH3:31])[CH3:29])[NH:18][C:19](=[O:27])[CH2:20][C:21]2[CH:22]=[CH:23][CH:24]=[CH:25][CH:26]=2)[CH2:5][C@@H:4]([C:33]([NH:42][CH2:41][C:39]2[N:38]=[N:37][NH:36][CH:40]=2)=[O:35])[CH2:3]1, predict the reactants needed to synthesize it. The reactants are: [O:1]=[C:2]1[CH:13]2[C:14]3[N:6]([CH:7]=[CH:8][C:9]=3[CH2:10][CH2:11][C@@H:12]2[NH:15][C:16](=[O:32])[C@H:17]([C@H:28]([CH2:30][CH3:31])[CH3:29])[NH:18][C:19](=[O:27])[CH2:20][C:21]2[CH:26]=[CH:25][CH:24]=[CH:23][CH:22]=2)[CH2:5][C@@H:4]([C:33]([OH:35])=O)[CH2:3]1.[NH:36]1[CH:40]=[C:39]([CH2:41][NH2:42])[N:38]=[N:37]1.